This data is from Catalyst prediction with 721,799 reactions and 888 catalyst types from USPTO. The task is: Predict which catalyst facilitates the given reaction. (1) Reactant: [CH3:1][C:2]1[S:3][C:4]([CH2:7][N:8]2[CH2:13][CH2:12][CH:11]([C:14]3[CH:19]=[CH:18][CH:17]=[CH:16][CH:15]=3)[CH2:10][CH2:9]2)=[CH:5][N:6]=1.[Li]CCCC.[C:25](OC)(=[O:28])[CH2:26][CH3:27]. Product: [C:14]1([CH:11]2[CH2:10][CH2:9][N:8]([CH2:7][C:4]3[S:3][C:2]([CH2:1][C:25](=[O:28])[CH2:26][CH3:27])=[N:6][CH:5]=3)[CH2:13][CH2:12]2)[CH:19]=[CH:18][CH:17]=[CH:16][CH:15]=1. The catalyst class is: 1. (2) Reactant: [CH3:1][C:2]1[N:3]=[CH:4][CH:5]=[C:6]2[C:11]=1[C:10](=[O:12])[N:9]([CH3:13])[C:8]1[CH:14]=[C:15]([O:18][CH2:19][C@H:20]([NH:25]C(=O)OC(C)(C)C)[CH2:21][CH:22]([CH3:24])[CH3:23])[CH:16]=[CH:17][C:7]2=1.Cl. Product: [NH2:25][C@H:20]([CH2:21][CH:22]([CH3:24])[CH3:23])[CH2:19][O:18][C:15]1[CH:16]=[CH:17][C:7]2[C:6]3[C:11](=[C:2]([CH3:1])[N:3]=[CH:4][CH:5]=3)[C:10](=[O:12])[N:9]([CH3:13])[C:8]=2[CH:14]=1. The catalyst class is: 4. (3) The catalyst class is: 11. Reactant: [H-].C([Al+]CC(C)C)C(C)C.[CH3:11][O:12][C:13]1[CH:29]=[CH:28][C:16]([CH2:17][N:18]2[CH2:23][CH2:22][CH:21]([C:24](OC)=[O:25])[CH2:20][CH2:19]2)=[CH:15][CH:14]=1.CO.[Cl-].[Na+]. Product: [CH3:11][O:12][C:13]1[CH:14]=[CH:15][C:16]([CH2:17][N:18]2[CH2:23][CH2:22][CH:21]([CH:24]=[O:25])[CH2:20][CH2:19]2)=[CH:28][CH:29]=1. (4) Reactant: [Cl:1][C:2]1[CH:3]=[C:4]([O:21][CH3:22])[C:5]2[NH:10][C:9](=O)[C@H:8]([CH2:12][C:13](OC(C)(C)C)=[O:14])[NH:7][C:6]=2[N:20]=1. Product: [Cl:1][C:2]1[CH:3]=[C:4]([O:21][CH3:22])[C:5]2[NH:10][CH2:9][C@H:8]([CH2:12][CH2:13][OH:14])[NH:7][C:6]=2[N:20]=1. The catalyst class is: 1. (5) Reactant: [F:1][C:2]1[CH:7]=[CH:6][CH:5]=[C:4]([C:8]([F:11])([F:10])[F:9])[C:3]=1[C:12]1[CH:17]=[CH:16][C:15]([NH2:18])=[C:14]([N+:19]([O-])=O)[CH:13]=1.CCO.[Cl-].[NH4+]. Product: [F:1][C:2]1[CH:7]=[CH:6][CH:5]=[C:4]([C:8]([F:11])([F:10])[F:9])[C:3]=1[C:12]1[CH:17]=[CH:16][C:15]([NH2:18])=[C:14]([NH2:19])[CH:13]=1. The catalyst class is: 150. (6) Reactant: [N:1]1[CH2:2][CH2:3][CH2:4][N:5]2[C:13]3[CH:12]=[CH:11][C:10]([NH2:14])=[CH:9][C:8]=3[C:7]3([O:19][CH2:18][CH2:17][CH2:16][O:15]3)[C:6]=12.N1C=CC=CC=1.C(Cl)Cl.[C:29](Cl)(=[O:36])[C:30]1[CH:35]=[CH:34][CH:33]=[CH:32][CH:31]=1. Product: [N:1]1[CH2:2][CH2:3][CH2:4][N:5]2[C:13]3[CH:12]=[CH:11][C:10]([NH:14][C:29](=[O:36])[C:30]4[CH:35]=[CH:34][CH:33]=[CH:32][CH:31]=4)=[CH:9][C:8]=3[C:7]3([O:19][CH2:18][CH2:17][CH2:16][O:15]3)[C:6]=12. The catalyst class is: 6. (7) Reactant: [Li+].CC([N-]C(C)C)C.[F:9][C:10]1[CH:15]=[C:14]([I:16])[CH:13]=[CH:12][C:11]=1[NH2:17].Cl[C:19]1[C:27]([C:28]([OH:30])=[O:29])=[C:26]2[N:22]([CH2:23][CH2:24][CH2:25]2)[C:21](=[O:31])[C:20]=1[CH3:32].CO. Product: [F:9][C:10]1[CH:15]=[C:14]([I:16])[CH:13]=[CH:12][C:11]=1[NH:17][C:19]1[C:27]([C:28]([OH:30])=[O:29])=[C:26]2[N:22]([CH2:23][CH2:24][CH2:25]2)[C:21](=[O:31])[C:20]=1[CH3:32]. The catalyst class is: 76. (8) Reactant: [Cl:1][C:2]1[CH:3]=[CH:4][C:5]([NH:8][C:9]([C:11]2[C:16]([NH:17]C(=O)C(F)(F)F)=[CH:15][CH:14]=[CH:13][N:12]=2)=[O:10])=[N:6][CH:7]=1.N. Product: [Cl:1][C:2]1[CH:3]=[CH:4][C:5]([NH:8][C:9]([C:11]2[C:16]([NH2:17])=[CH:15][CH:14]=[CH:13][N:12]=2)=[O:10])=[N:6][CH:7]=1. The catalyst class is: 5. (9) Product: [CH:18]1([N:14]2[C:15](=[O:17])[C:16]3[C:7]([NH:38][C:37]4[CH:39]=[CH:40][C:41]([I:43])=[CH:42][C:36]=4[F:35])=[C:8]([F:32])[C:9](=[O:31])[N:10]([CH3:30])[C:11]=3[C:12]([C:21]3[CH:26]=[CH:25][CH:24]=[C:23]([N+:27]([O-:29])=[O:28])[CH:22]=3)=[N:13]2)[CH2:19][CH2:20]1. The catalyst class is: 11. Reactant: FC(F)(F)S(O[C:7]1[C:16]2[C:15](=[O:17])[N:14]([CH:18]3[CH2:20][CH2:19]3)[N:13]=[C:12]([C:21]3[CH:26]=[CH:25][CH:24]=[C:23]([N+:27]([O-:29])=[O:28])[CH:22]=3)[C:11]=2[N:10]([CH3:30])[C:9](=[O:31])[C:8]=1[F:32])(=O)=O.[F:35][C:36]1[CH:42]=[C:41]([I:43])[CH:40]=[CH:39][C:37]=1[NH2:38].